Dataset: Catalyst prediction with 721,799 reactions and 888 catalyst types from USPTO. Task: Predict which catalyst facilitates the given reaction. (1) Reactant: [Br:1]/[C:2](=[C:6](\[Br:24])/[CH:7]=[N:8]\[NH:9][C:10]1[CH:15]=[CH:14][C:13]([C:16]([F:19])([F:18])[F:17])=[CH:12][C:11]=1[S:20]([CH3:23])(=[O:22])=[O:21])/[C:3](O)=[O:4].C(N1C=CN=C1)(N1C=CN=C1)=O.ClCCl. Product: [Br:1][C:2]1[C:3](=[O:4])[N:9]([C:10]2[CH:15]=[CH:14][C:13]([C:16]([F:19])([F:18])[F:17])=[CH:12][C:11]=2[S:20]([CH3:23])(=[O:22])=[O:21])[N:8]=[CH:7][C:6]=1[Br:24]. The catalyst class is: 7. (2) Reactant: [CH:1]1([N:6]2[CH2:12][C:11]3([CH2:14][CH2:13]3)[C:10](=[O:15])[N:9]([CH3:16])[C:8]3[CH:17]=[N:18][C:19]([NH:21][C:22]4[CH:30]=[CH:29][C:25]([C:26](O)=[O:27])=[CH:24][C:23]=4[O:31][CH3:32])=[N:20][C:7]2=3)[CH2:5][CH2:4][CH2:3][CH2:2]1.CCN(C(C)C)C(C)C.CN(C(ON1N=NC2C=CC=CC1=2)=[N+](C)C)C.[B-](F)(F)(F)F.[CH2:64]([N:71]1[CH2:77][CH2:76][CH2:75][N:74]([CH:78]2[CH2:83][CH2:82][CH:81]([NH2:84])[CH2:80][CH2:79]2)[CH2:73][CH2:72]1)[C:65]1[CH:70]=[CH:69][CH:68]=[CH:67][CH:66]=1. Product: [CH2:64]([N:71]1[CH2:77][CH2:76][CH2:75][N:74]([CH:78]2[CH2:83][CH2:82][CH:81]([NH:84][C:26](=[O:27])[C:25]3[CH:29]=[CH:30][C:22]([NH:21][C:19]4[N:18]=[CH:17][C:8]5[N:9]([CH3:16])[C:10](=[O:15])[C:11]6([CH2:13][CH2:14]6)[CH2:12][N:6]([CH:1]6[CH2:2][CH2:3][CH2:4][CH2:5]6)[C:7]=5[N:20]=4)=[C:23]([O:31][CH3:32])[CH:24]=3)[CH2:80][CH2:79]2)[CH2:73][CH2:72]1)[C:65]1[CH:66]=[CH:67][CH:68]=[CH:69][CH:70]=1. The catalyst class is: 3. (3) Reactant: C([O:8][NH:9][C:10](=[O:28])[CH2:11][CH2:12][CH2:13][CH2:14][CH:15]1[CH2:24][CH2:23][C:22]2[C:17](=[CH:18][CH:19]=[C:20]([O:25][CH3:26])[CH:21]=2)[C:16]1=[O:27])C1C=CC=CC=1. Product: [OH:8][NH:9][C:10](=[O:28])[CH2:11][CH2:12][CH2:13][CH2:14][CH:15]1[CH2:24][CH2:23][C:22]2[C:17](=[CH:18][CH:19]=[C:20]([O:25][CH3:26])[CH:21]=2)[C:16]1=[O:27]. The catalyst class is: 5. (4) Reactant: [CH3:1][N:2]1[C:10]2[C:5](=[CH:6][CH:7]=[CH:8][CH:9]=2)[C:4]([C:11]2[C:12](=[O:26])O[C:14](=[O:25])[C:15]=2[C:16]2[CH:21]=[CH:20][CH:19]=[C:18]([N+:22]([O-:24])=[O:23])[CH:17]=2)=[CH:3]1.[NH3:27].O. Product: [CH3:1][N:2]1[C:10]2[C:5](=[CH:6][CH:7]=[CH:8][CH:9]=2)[C:4]([C:11]2[C:12](=[O:26])[NH:27][C:14](=[O:25])[C:15]=2[C:16]2[CH:21]=[CH:20][CH:19]=[C:18]([N+:22]([O-:24])=[O:23])[CH:17]=2)=[CH:3]1. The catalyst class is: 3.